This data is from Forward reaction prediction with 1.9M reactions from USPTO patents (1976-2016). The task is: Predict the product of the given reaction. Given the reactants CN(C)C(N(C)C)=N.[CH3:9][O:10][C:11](=[O:40])[CH:12](P(OC)(OC)=O)[NH:13][C:14](=[O:33])[C:15]1[CH:20]=[CH:19][C:18]([C:21]([NH:23][CH2:24][C:25]2[CH:30]=[CH:29][CH:28]=[C:27]([OH:31])[CH:26]=2)=[O:22])=[CH:17][C:16]=1[Cl:32].[CH2:41]([C:43]1[S:44][C:45]([CH:51]=O)=[C:46]([CH:48]([CH3:50])[CH3:49])[N:47]=1)[CH3:42].O, predict the reaction product. The product is: [CH3:9][O:10][C:11](=[O:40])/[C:12](/[NH:13][C:14](=[O:33])[C:15]1[CH:20]=[CH:19][C:18]([C:21]([NH:23][CH2:24][C:25]2[CH:30]=[CH:29][CH:28]=[C:27]([OH:31])[CH:26]=2)=[O:22])=[CH:17][C:16]=1[Cl:32])=[CH:51]/[C:45]1[S:44][C:43]([CH2:41][CH3:42])=[N:47][C:46]=1[CH:48]([CH3:49])[CH3:50].